This data is from NCI-60 drug combinations with 297,098 pairs across 59 cell lines. The task is: Regression. Given two drug SMILES strings and cell line genomic features, predict the synergy score measuring deviation from expected non-interaction effect. Drug 1: CC1=C(N=C(N=C1N)C(CC(=O)N)NCC(C(=O)N)N)C(=O)NC(C(C2=CN=CN2)OC3C(C(C(C(O3)CO)O)O)OC4C(C(C(C(O4)CO)O)OC(=O)N)O)C(=O)NC(C)C(C(C)C(=O)NC(C(C)O)C(=O)NCCC5=NC(=CS5)C6=NC(=CS6)C(=O)NCCC[S+](C)C)O. Drug 2: CN(CCCl)CCCl.Cl. Cell line: SN12C. Synergy scores: CSS=38.2, Synergy_ZIP=-14.1, Synergy_Bliss=-2.65, Synergy_Loewe=-2.16, Synergy_HSA=0.432.